This data is from Full USPTO retrosynthesis dataset with 1.9M reactions from patents (1976-2016). The task is: Predict the reactants needed to synthesize the given product. (1) Given the product [CH3:23][O:24][C:25]1[CH:26]=[C:27]2[C:32](=[CH:33][CH:34]=1)[CH:31]=[C:30]([C:2]1[N:7]=[CH:6][C:5]([C:8]([OH:10])=[O:9])=[CH:4][CH:3]=1)[CH:29]=[CH:28]2, predict the reactants needed to synthesize it. The reactants are: Br[C:2]1[N:7]=[CH:6][C:5]([C:8]([OH:10])=[O:9])=[CH:4][CH:3]=1.COCCOC.C(=O)([O-])[O-].[Na+].[Na+].[CH3:23][O:24][C:25]1[CH:26]=[C:27]2[C:32](=[CH:33][CH:34]=1)[CH:31]=[C:30](B(O)O)[CH:29]=[CH:28]2. (2) Given the product [OH:6][C:7]1[CH:16]=[C:15]([CH:17]([CH3:21])[C:18]([O:20][CH2:30][CH2:31][CH2:32][CH3:33])=[O:19])[CH:14]=[C:13]2[C:8]=1[C@@H:9]1[CH2:27][C:26]([CH3:28])=[CH:25][CH2:24][C@H:10]1[C:11]([CH3:23])([CH3:22])[O:12]2, predict the reactants needed to synthesize it. The reactants are: C(=O)(O)[O-].[Na+].[OH:6][C:7]1[CH:16]=[C:15]([CH:17]([CH3:21])[C:18]([OH:20])=[O:19])[CH:14]=[C:13]2[C:8]=1[C@@H:9]1[CH2:27][C:26]([CH3:28])=[CH:25][CH2:24][C@H:10]1[C:11]([CH3:23])([CH3:22])[O:12]2.Br[CH2:30][CH2:31][CH2:32][CH3:33]. (3) Given the product [Cl:35][C:27]1[CH:26]=[C:25]([C:23]2[O:22][N:21]=[C:20]([C:15]3[CH:16]=[CH:17][CH:18]=[C:19]4[C:14]=3[CH:13]=[CH:12][N:11]=[C:10]4[NH:1][C@H:2]([C:4]([OH:6])=[O:5])[CH3:3])[N:24]=2)[CH:30]=[CH:29][C:28]=1[O:31][CH:32]([CH3:34])[CH3:33], predict the reactants needed to synthesize it. The reactants are: [NH2:1][C@H:2]([C:4]([OH:6])=[O:5])[CH3:3].[H-].[Na+].Cl[C:10]1[C:19]2[C:14](=[C:15]([C:20]3[N:24]=[C:23]([C:25]4[CH:30]=[CH:29][C:28]([O:31][CH:32]([CH3:34])[CH3:33])=[C:27]([Cl:35])[CH:26]=4)[O:22][N:21]=3)[CH:16]=[CH:17][CH:18]=2)[CH:13]=[CH:12][N:11]=1. (4) Given the product [Cl:15][C:16]1[CH:21]=[C:20]([Cl:22])[CH:19]=[CH:18][C:17]=1[C:23]1[C:31]2[C:27](=[C:28]([CH2:33][C:34]3[NH:39][CH2:38][CH2:37][N:35]=3)[N:29]([CH3:32])[N:30]=2)[CH:26]=[CH:25][CH:24]=1, predict the reactants needed to synthesize it. The reactants are: P12(SP3(SP(SP(S3)(S1)=S)(=S)S2)=S)=S.[Cl:15][C:16]1[CH:21]=[C:20]([Cl:22])[CH:19]=[CH:18][C:17]=1[C:23]1[C:31]2[C:27](=[C:28]([CH2:33][C:34]#[N:35])[N:29]([CH3:32])[N:30]=2)[CH:26]=[CH:25][CH:24]=1.O.[CH2:37](N)[CH2:38][NH2:39]. (5) Given the product [Cl:1][C:2]1[CH:9]=[CH:8][CH:7]=[CH:6][C:3]=1[CH2:4][N:5]=[C:10]=[S:11], predict the reactants needed to synthesize it. The reactants are: [Cl:1][C:2]1[CH:9]=[CH:8][CH:7]=[CH:6][C:3]=1[CH2:4][NH2:5].[C:10](Cl)(Cl)=[S:11].C(N(C(C)C)C(C)C)C.